This data is from Catalyst prediction with 721,799 reactions and 888 catalyst types from USPTO. The task is: Predict which catalyst facilitates the given reaction. (1) Reactant: [CH:1]([S:4]([C:7]1[CH:12]=[CH:11][C:10]([C:13]2[N:14]=[C:15]3[C:21]([N:22]4[C:30](=[O:31])[C:29]5[C:24](=[CH:25][CH:26]=[C:27]([C:32]#[N:33])[CH:28]=5)[CH2:23]4)=[CH:20][N:19](C(C4C=CC=CC=4)(C4C=CC=CC=4)C4C=CC=CC=4)[C:16]3=[N:17][CH:18]=2)=[CH:9][CH:8]=1)(=[O:6])=[O:5])([CH3:3])[CH3:2].[BH4-].[Na+]. Product: [NH2:33][CH2:32][C:27]1[CH:28]=[C:29]2[C:24]([CH2:23][N:22]([C:21]3[C:15]4[C:16](=[N:17][CH:18]=[C:13]([C:10]5[CH:11]=[CH:12][C:7]([S:4]([CH:1]([CH3:3])[CH3:2])(=[O:6])=[O:5])=[CH:8][CH:9]=5)[N:14]=4)[NH:19][CH:20]=3)[C:30]2=[O:31])=[CH:25][CH:26]=1. The catalyst class is: 61. (2) Reactant: [O:1]1[C:5]2[CH:6]=[CH:7][C:8]([S:10](Cl)(=[O:12])=[O:11])=[CH:9][C:4]=2[CH:3]=[CH:2]1.[O:14]1[CH:18]2[O:19][CH2:20][CH2:21][CH:17]2[CH:16]([O:22][C:23](=[O:41])[NH:24][CH:25]([CH2:34][C:35]2[CH:40]=[CH:39][CH:38]=[CH:37][CH:36]=2)[CH:26]([OH:33])[CH2:27][NH:28][CH2:29][CH:30]([CH3:32])[CH3:31])[CH2:15]1.C([O-])(O)=O.[Na+]. Product: [O:14]1[CH:18]2[O:19][CH2:20][CH2:21][CH:17]2[CH:16]([O:22][C:23](=[O:41])[NH:24][CH:25]([CH2:34][C:35]2[CH:36]=[CH:37][CH:38]=[CH:39][CH:40]=2)[CH:26]([OH:33])[CH2:27][N:28]([S:10]([C:8]2[CH:7]=[CH:6][C:5]3[O:1][CH:2]=[CH:3][C:4]=3[CH:9]=2)(=[O:12])=[O:11])[CH2:29][CH:30]([CH3:32])[CH3:31])[CH2:15]1. The catalyst class is: 2. (3) Reactant: C([O-])([O-])=O.[K+].[K+].Cl[C:8]1[CH:9]=[N+:10]([O-:17])[CH:11]=[CH:12][C:13]=1[N+:14]([O-:16])=[O:15].[CH2:18]([NH:20]CC)[CH3:19]. Product: [CH2:18]([NH:20][C:8]1[CH:9]=[N+:10]([O-:17])[CH:11]=[CH:12][C:13]=1[N+:14]([O-:16])=[O:15])[CH3:19]. The catalyst class is: 1. (4) Reactant: Cl[C:2]1[N:10]=[C:9]2[C:5]([N:6]([CH3:11])[CH:7]=[N:8]2)=[C:4]([NH:12][C:13]2[CH:18]=[CH:17][CH:16]=[CH:15][C:14]=2[S:19]([CH:22]([CH3:24])[CH3:23])(=[O:21])=[O:20])[N:3]=1.[CH:25]([O:28][C:29]1[CH:35]=[C:34]([CH:36]2[CH2:41][CH2:40][N:39]([CH3:42])[CH2:38][CH2:37]2)[C:33]([CH3:43])=[CH:32][C:30]=1[NH2:31])([CH3:27])[CH3:26].CC1C=CC(S(O)(=O)=O)=CC=1. Product: [CH:25]([O:28][C:29]1[CH:35]=[C:34]([CH:36]2[CH2:37][CH2:38][N:39]([CH3:42])[CH2:40][CH2:41]2)[C:33]([CH3:43])=[CH:32][C:30]=1[NH:31][C:2]1[N:10]=[C:9]2[C:5]([N:6]([CH3:11])[CH:7]=[N:8]2)=[C:4]([NH:12][C:13]2[CH:18]=[CH:17][CH:16]=[CH:15][C:14]=2[S:19]([CH:22]([CH3:24])[CH3:23])(=[O:21])=[O:20])[N:3]=1)([CH3:27])[CH3:26]. The catalyst class is: 32.